From a dataset of TCR-epitope binding with 47,182 pairs between 192 epitopes and 23,139 TCRs. Binary Classification. Given a T-cell receptor sequence (or CDR3 region) and an epitope sequence, predict whether binding occurs between them. (1) The epitope is YLDAYNMMI. Result: 0 (the TCR does not bind to the epitope). The TCR CDR3 sequence is CASSQEAGLFTYNEQFF. (2) The epitope is LLQTGIHVRVSQPSL. The TCR CDR3 sequence is CSARDPGDDKPQHF. Result: 1 (the TCR binds to the epitope). (3) The epitope is FTYASALWEI. Result: 0 (the TCR does not bind to the epitope). The TCR CDR3 sequence is CASSLGLSNQPQHF.